The task is: Predict the reactants needed to synthesize the given product.. This data is from Full USPTO retrosynthesis dataset with 1.9M reactions from patents (1976-2016). (1) Given the product [CH3:28][O:29][CH2:30][CH2:31][CH2:32][C:33]1[CH:38]=[CH:37][CH:36]=[C:35]([CH3:39])[C:34]=1[C:2]1[CH:7]=[CH:6][C:5]([C@H:8]2[C@H:13]([C:14]3[CH:15]=[N:16][CH:17]=[CH:18][CH:19]=3)[CH2:12][CH2:11][N:10]([C:20]([O:22][C:23]([CH3:25])([CH3:24])[CH3:26])=[O:21])[CH2:9]2)=[C:4]([CH3:27])[CH:3]=1, predict the reactants needed to synthesize it. The reactants are: Br[C:2]1[CH:7]=[CH:6][C:5]([C@H:8]2[C@H:13]([C:14]3[CH:15]=[N:16][CH:17]=[CH:18][CH:19]=3)[CH2:12][CH2:11][N:10]([C:20]([O:22][C:23]([CH3:26])([CH3:25])[CH3:24])=[O:21])[CH2:9]2)=[C:4]([CH3:27])[CH:3]=1.[CH3:28][O:29][CH2:30][CH2:31][CH2:32][C:33]1[CH:38]=[CH:37][CH:36]=[C:35]([CH3:39])[C:34]=1B(O)O. (2) Given the product [CH:11]1[C:12]2[C:7](=[CH:6][C:5]3[C:14]([C:13]=2[C:15]([N:38]2[CH2:42][CH2:43][CH:44]([N:30]4[CH2:31][CH2:32][CH2:33][C:52]5([C:51](=[O:50])[N:20]([CH2:21][CH3:22])[CH2:23][CH2:24]5)[CH2:29]4)[CH2:45][CH2:46]2)=[O:16])=[CH:1][CH:2]=[CH:3][CH:4]=3)[CH:8]=[CH:9][CH:10]=1, predict the reactants needed to synthesize it. The reactants are: [CH:1]1[C:14]2[C:5](=[CH:6][C:7]3[C:12]([C:13]=2[C:15](O)=[O:16])=[CH:11][CH:10]=[CH:9][CH:8]=3)[CH:4]=[CH:3][CH:2]=1.C([N:20]([CH2:23][CH3:24])[CH2:21][CH3:22])C.Cl.C(N=[C:29]=[N:30][CH2:31][CH2:32][CH2:33]N(C)C)C.O[N:38]1[C:42]2[CH:43]=[CH:44][CH:45]=[CH:46]C=2N=N1.C([O:50][CH2:51][CH3:52])(=O)C. (3) The reactants are: [N+:1]([C:4]1[CH:12]=[CH:11][C:7]([C:8]([OH:10])=O)=[CH:6][CH:5]=1)([O-:3])=[O:2].[C:13]([O:17][C:18](=[O:22])[C@H:19]([CH3:21])[NH2:20])([CH3:16])([CH3:15])[CH3:14]. Given the product [N+:1]([C:4]1[CH:5]=[CH:6][C:7]([C:8]([NH:20][C@@H:19]([CH3:21])[C:18]([O:17][C:13]([CH3:16])([CH3:15])[CH3:14])=[O:22])=[O:10])=[CH:11][CH:12]=1)([O-:3])=[O:2], predict the reactants needed to synthesize it. (4) Given the product [Cl:21][C:22]1[CH:30]=[CH:29][C:25]([C:26]([NH:2][CH:3]([C:4]([O:6][CH2:7][CH3:8])=[O:5])[C:9]([O:11][CH2:12][CH3:13])=[O:10])=[O:27])=[CH:24][CH:23]=1, predict the reactants needed to synthesize it. The reactants are: Cl.[NH2:2][CH:3]([C:9]([O:11][CH2:12][CH3:13])=[O:10])[C:4]([O:6][CH2:7][CH3:8])=[O:5].C(N(CC)CC)C.[Cl:21][C:22]1[CH:30]=[CH:29][C:25]([C:26](Cl)=[O:27])=[CH:24][CH:23]=1.